Dataset: Forward reaction prediction with 1.9M reactions from USPTO patents (1976-2016). Task: Predict the product of the given reaction. (1) The product is: [CH3:1][O:2][C:3]([C:5]1[S:6][C:7]([B:21]2[O:25][C:24]([CH3:27])([CH3:26])[C:23]([CH3:29])([CH3:28])[O:22]2)=[CH:8][C:9]=1[O:10][CH:11]([C:13]1[CH:18]=[CH:17][CH:16]=[CH:15][C:14]=1[Cl:19])[CH3:12])=[O:4]. Given the reactants [CH3:1][O:2][C:3]([C:5]1[S:6][C:7](Br)=[CH:8][C:9]=1[O:10][CH:11]([C:13]1[CH:18]=[CH:17][CH:16]=[CH:15][C:14]=1[Cl:19])[CH3:12])=[O:4].[B:21]1([B:21]2[O:25][C:24]([CH3:27])([CH3:26])[C:23]([CH3:29])([CH3:28])[O:22]2)[O:25][C:24]([CH3:27])([CH3:26])[C:23]([CH3:29])([CH3:28])[O:22]1.CC([O-])=O.[K+], predict the reaction product. (2) Given the reactants F[C:2]1[C:7]([F:8])=[CH:6][CH:5]=[CH:4][C:3]=1[C:9]1[N:13]=[C:12]([CH3:14])[O:11][N:10]=1.[NH2:15][C:16]1[S:20][N:19]=[C:18]([CH3:21])[N:17]=1.Cl[C:23]1[C:32]2[C:27](=[CH:28][CH:29]=[C:30]([OH:33])[CH:31]=2)[N:26]=[CH:25][N:24]=1, predict the reaction product. The product is: [F:8][C:7]1[CH:6]=[CH:5][CH:4]=[C:3]([C:9]2[N:13]=[C:12]([CH3:14])[O:11][N:10]=2)[C:2]=1[O:33][C:30]1[CH:31]=[C:32]2[C:27](=[CH:28][CH:29]=1)[N:26]=[CH:25][N:24]=[C:23]2[NH:15][C:16]1[S:20][N:19]=[C:18]([CH3:21])[N:17]=1.